From a dataset of Full USPTO retrosynthesis dataset with 1.9M reactions from patents (1976-2016). Predict the reactants needed to synthesize the given product. (1) Given the product [Cl:25][CH2:2][C:3]1[C:8]([CH3:9])=[CH:7][N:6]=[C:5]([NH:10][C:11]2[S:12][C:13]([C:16]#[N:17])=[CH:14][N:15]=2)[CH:4]=1, predict the reactants needed to synthesize it. The reactants are: O[CH2:2][C:3]1[C:8]([CH3:9])=[CH:7][N:6]=[C:5]([NH:10][C:11]2[S:12][C:13]([C:16]#[N:17])=[CH:14][N:15]=2)[CH:4]=1.CN(C)C=O.P(Cl)(Cl)([Cl:25])=O. (2) Given the product [CH2:17]([C@@H:16]1[NH:21][CH2:4][CH:5]([CH2:6][CH:7]([CH3:8])[CH3:9])[CH2:10][NH:11][C:15]1=[O:14])[CH:18]([CH3:20])[CH3:19], predict the reactants needed to synthesize it. The reactants are: C(O[C:4](=O)[CH:5]([CH2:10][NH2:11])[CH2:6][CH:7]([CH3:9])[CH3:8])C.C[O:14][C:15](=O)[CH:16]([NH2:21])[CH2:17][CH:18]([CH3:20])[CH3:19].C([C@@H]1NC[C@H](CC(C)C)NC1=O)C(C)C. (3) Given the product [CH2:15]([O:16][C:17](=[O:19])[CH2:18][N:7]1[C:5](=[O:6])[C:4]2[C:10](=[CH:11][CH:12]=[C:2]([Br:1])[CH:3]=2)[C:20]1=[O:23])[CH3:14], predict the reactants needed to synthesize it. The reactants are: [Br:1][C:2]1[CH:12]=[CH:11][CH:10]=[C:4]2[C:5]([NH:7]C(=O)[C:3]=12)=[O:6].Br[CH2:14][CH2:15][O:16][C:17](=[O:19])[CH3:18].[C:20](=[O:23])([O-])[O-].[K+].[K+]. (4) The reactants are: [CH2:1]([O:3][C:4](=[O:20])[C:5]1[CH:10]=[CH:9][C:8]([N:11]=[CH:12][C:13]2[CH:18]=[CH:17][CH:16]=[C:15]([Br:19])[CH:14]=2)=[CH:7][CH:6]=1)[CH3:2].O.[O-]S(C(F)(F)F)(=O)=O.[Yb+3].[O-]S(C(F)(F)F)(=O)=O.[O-]S(C(F)(F)F)(=O)=O.[CH:47](=[O:51])[CH:48]([CH3:50])[CH3:49].O. Given the product [CH2:1]([O:3][C:4]([C:5]1[CH:10]=[C:9]2[C:8](=[CH:7][CH:6]=1)[NH:11][CH:12]([C:13]1[CH:18]=[CH:17][CH:16]=[C:15]([Br:19])[CH:14]=1)[C:48]([CH3:50])([CH3:49])[CH:47]2[OH:51])=[O:20])[CH3:2], predict the reactants needed to synthesize it. (5) Given the product [CH3:1][O:2][C:3](=[O:22])[C@@H:4]([NH:14][C:15]([O:17][C:18]([CH3:19])([CH3:21])[CH3:20])=[O:16])[CH2:5][C:6]1[CH:11]=[CH:10][C:9]([O:12][CH2:31][C:32]2[CH:37]=[CH:36][CH:35]=[CH:34][CH:33]=2)=[C:8]([O:13][CH2:5][C:6]2[CH:11]=[CH:10][CH:9]=[CH:8][CH:7]=2)[CH:7]=1, predict the reactants needed to synthesize it. The reactants are: [CH3:1][O:2][C:3](=[O:22])[C@@H:4]([NH:14][C:15]([O:17][C:18]([CH3:21])([CH3:20])[CH3:19])=[O:16])[CH2:5][C:6]1[CH:11]=[CH:10][C:9]([OH:12])=[C:8]([OH:13])[CH:7]=1.C(=O)([O-])[O-].[K+].[K+].[I-].[K+].[CH2:31](Cl)[C:32]1[CH:37]=[CH:36][CH:35]=[CH:34][CH:33]=1. (6) Given the product [ClH:35].[N:1]1([C:10](=[O:34])/[CH:11]=[CH:12]/[C@@H:13]([NH:18][C:19]([C@@H:21]2[CH2:26][CH2:25][CH2:24][CH2:23][NH:22]2)=[O:20])[CH2:14][CH:15]([CH3:17])[CH3:16])[C:9]2[C:4](=[CH:5][CH:6]=[CH:7][CH:8]=2)[CH2:3][CH2:2]1, predict the reactants needed to synthesize it. The reactants are: [N:1]1([C:10](=[O:34])/[CH:11]=[CH:12]/[C@@H:13]([NH:18][C:19]([C@@H:21]2[CH2:26][CH2:25][CH2:24][CH2:23][N:22]2C(OC(C)(C)C)=O)=[O:20])[CH2:14][CH:15]([CH3:17])[CH3:16])[C:9]2[C:4](=[CH:5][CH:6]=[CH:7][CH:8]=2)[CH2:3][CH2:2]1.[ClH:35].